Dataset: Forward reaction prediction with 1.9M reactions from USPTO patents (1976-2016). Task: Predict the product of the given reaction. (1) Given the reactants [Br:1][C:2]1[CH:7]=[C:6]([CH3:8])[C:5]([CH3:9])=[CH:4][C:3]=1[CH3:10].[Cl-].[Al+3].[Cl-].[Cl-].[CH3:15][O:16]C(Cl)Cl.O, predict the reaction product. The product is: [Br:1][C:2]1[C:3]([CH3:10])=[CH:4][C:5]([CH3:9])=[C:6]([CH3:8])[C:7]=1[CH:15]=[O:16]. (2) Given the reactants [CH2:1]([O:3][C:4](=[O:17])[C:5]([O:8][C:9]1[CH:14]=[CH:13][C:12]([CH2:15][NH2:16])=[CH:11][CH:10]=1)([CH3:7])[CH3:6])[CH3:2].[CH3:18][C:19]1[C:24]([CH2:25][C:26](O)=[O:27])=[CH:23][CH:22]=[C:21]([C:29]2[CH:34]=[CH:33][C:32]([C:35]([F:38])([F:37])[F:36])=[CH:31][CH:30]=2)[N:20]=1, predict the reaction product. The product is: [CH2:1]([O:3][C:4](=[O:17])[C:5]([CH3:7])([O:8][C:9]1[CH:10]=[CH:11][C:12]([CH2:15][NH:16][C:26](=[O:27])[CH2:25][C:24]2[C:19]([CH3:18])=[N:20][C:21]([C:29]3[CH:34]=[CH:33][C:32]([C:35]([F:36])([F:38])[F:37])=[CH:31][CH:30]=3)=[CH:22][CH:23]=2)=[CH:13][CH:14]=1)[CH3:6])[CH3:2].